Dataset: Catalyst prediction with 721,799 reactions and 888 catalyst types from USPTO. Task: Predict which catalyst facilitates the given reaction. (1) Reactant: [Br:1][CH:2]([CH3:16])[C:3]([C:5]1[S:9][C:8]2[CH:10]=[CH:11][C:12]([Cl:15])=[C:13]([Cl:14])[C:7]=2[CH:6]=1)=O.[NH:17]1[CH2:21][CH2:20][NH:19][C:18]1=[S:22].C(O)C. Product: [BrH:1].[Cl:14][C:13]1[C:7]2[CH:6]=[C:5]([C:3]3[N:19]4[CH2:20][CH2:21][N:17]=[C:18]4[S:22][C:2]=3[CH3:16])[S:9][C:8]=2[CH:10]=[CH:11][C:12]=1[Cl:15]. The catalyst class is: 15. (2) Reactant: [C:1]([C:3]1[CH:8]=[CH:7][C:6]([CH2:9][CH2:10][N:11]2[CH2:16][CH2:15][C:14]([CH2:18][O:19][C:20]3[CH:25]=[CH:24][C:23]([CH:26]=[O:27])=[CH:22][CH:21]=3)([OH:17])[CH2:13][CH2:12]2)=[CH:5][CH:4]=1)#[N:2].[BH4-].[Na+].O. Product: [C:1]([C:3]1[CH:4]=[CH:5][C:6]([CH2:9][CH2:10][N:11]2[CH2:16][CH2:15][C:14]([CH2:18][O:19][C:20]3[CH:25]=[CH:24][C:23]([CH2:26][OH:27])=[CH:22][CH:21]=3)([OH:17])[CH2:13][CH2:12]2)=[CH:7][CH:8]=1)#[N:2]. The catalyst class is: 199.